This data is from Merck oncology drug combination screen with 23,052 pairs across 39 cell lines. The task is: Regression. Given two drug SMILES strings and cell line genomic features, predict the synergy score measuring deviation from expected non-interaction effect. (1) Drug 1: CC1CC2C3CCC4=CC(=O)C=CC4(C)C3(F)C(O)CC2(C)C1(O)C(=O)CO. Drug 2: O=C(CCCCCCC(=O)Nc1ccccc1)NO. Cell line: DLD1. Synergy scores: synergy=13.8. (2) Drug 1: CC(=O)OC1C(=O)C2(C)C(O)CC3OCC3(OC(C)=O)C2C(OC(=O)c2ccccc2)C2(O)CC(OC(=O)C(O)C(NC(=O)c3ccccc3)c3ccccc3)C(C)=C1C2(C)C. Drug 2: COC1CC2CCC(C)C(O)(O2)C(=O)C(=O)N2CCCCC2C(=O)OC(C(C)CC2CCC(OP(C)(C)=O)C(OC)C2)CC(=O)C(C)C=C(C)C(O)C(OC)C(=O)C(C)CC(C)C=CC=CC=C1C. Cell line: A427. Synergy scores: synergy=23.5. (3) Drug 1: O=c1[nH]cc(F)c(=O)[nH]1. Drug 2: Cc1nc(Nc2ncc(C(=O)Nc3c(C)cccc3Cl)s2)cc(N2CCN(CCO)CC2)n1. Cell line: NCIH23. Synergy scores: synergy=11.6. (4) Drug 1: NC1(c2ccc(-c3nc4ccn5c(=O)[nH]nc5c4cc3-c3ccccc3)cc2)CCC1. Drug 2: NC1CCCCC1N.O=C(O)C(=O)O.[Pt+2]. Cell line: UWB1289BRCA1. Synergy scores: synergy=-2.67. (5) Drug 2: Cn1cc(-c2cnn3c(N)c(Br)c(C4CCCNC4)nc23)cn1. Cell line: SKMEL30. Drug 1: COC1=C2CC(C)CC(OC)C(O)C(C)C=C(C)C(OC(N)=O)C(OC)C=CC=C(C)C(=O)NC(=CC1=O)C2=O. Synergy scores: synergy=37.2. (6) Drug 1: NC1(c2ccc(-c3nc4ccn5c(=O)[nH]nc5c4cc3-c3ccccc3)cc2)CCC1. Drug 2: CCC1(O)C(=O)OCc2c1cc1n(c2=O)Cc2cc3c(CN(C)C)c(O)ccc3nc2-1. Cell line: ES2. Synergy scores: synergy=19.6.